From a dataset of Full USPTO retrosynthesis dataset with 1.9M reactions from patents (1976-2016). Predict the reactants needed to synthesize the given product. (1) Given the product [CH3:17][O:16][N:7]([CH2:8][C:9]1[CH:14]=[CH:13][CH:12]=[CH:11][C:10]=1[CH3:15])[C:6]([C:5]1[CH2:29][N:30]([CH3:31])[C:3](=[O:20])[C:4]=1[OH:19])=[O:18], predict the reactants needed to synthesize it. The reactants are: CO[C:3](=[O:20])[C:4]([OH:19])=[CH:5][C:6](=[O:18])[N:7]([O:16][CH3:17])[CH2:8][C:9]1[CH:14]=[CH:13][CH:12]=[CH:11][C:10]=1[CH3:15].C=O.CN.ClC1C=C(C=CC=1Cl)[CH2:29][N:30](C)[C:31](C1CN(C)C(=O)C=1O)=O. (2) Given the product [CH2:12]([O:11][C:8]1[C:9]2[N:23]=[C:21]([C:20]3[CH:24]=[CH:25][C:17]([O:16][CH3:15])=[CH:18][CH:19]=3)[N:22]=[CH:3][C:4]=2[CH2:5][CH2:6][CH:7]=1)[CH3:13], predict the reactants needed to synthesize it. The reactants are: CN(C)/[CH:3]=[C:4]1\[CH2:5][CH2:6][CH:7]=[C:8]([O:11][CH2:12][CH3:13])[C:9]\1=O.[CH3:15][O:16][C:17]1[CH:25]=[CH:24][C:20]([C:21]([NH2:23])=[NH:22])=[CH:19][CH:18]=1. (3) Given the product [Cl:26][C:23]1[CH:24]=[CH:25][C:20]([C:18]([NH:17][CH:13]([CH2:12][C:7]2[C:5]3[C:4](=[CH:3][CH:2]=[CH:1][CH:6]=3)[NH:11][C:9](=[O:10])[CH:8]=2)[C:14]([O:16][CH2:28][CH2:29][CH:30]2[O:35][CH2:34][CH2:33][CH2:32][O:31]2)=[O:15])=[O:19])=[CH:21][CH:22]=1, predict the reactants needed to synthesize it. The reactants are: [CH:1]1[CH:2]=[CH:3][C:4]2[NH:11][C:9](=[O:10])[CH:8]=[C:7]([CH2:12][CH:13]([NH:17][C:18]([C:20]3[CH:21]=[CH:22][C:23]([Cl:26])=[CH:24][CH:25]=3)=[O:19])[C:14]([OH:16])=[O:15])[C:5]=2[CH:6]=1.Br[CH2:28][CH2:29][CH:30]1[O:35][CH2:34][CH2:33][CH2:32][O:31]1. (4) The reactants are: C(=O)([O-])[O-].[K+].[K+].[C:7]([O:11][C:12]([N:14]1[CH2:19][CH2:18][CH:17]([N:20]([C:24]([C:26]2[CH:27]=[N:28][C:29](Br)=[CH:30][CH:31]=2)=[O:25])[CH:21]2[CH2:23][CH2:22]2)[CH2:16][CH2:15]1)=[O:13])([CH3:10])([CH3:9])[CH3:8].CC1(C)C(C)(C)OB([C:41]2[CH:42]=[N:43][NH:44][CH:45]=2)O1. Given the product [C:7]([O:11][C:12]([N:14]1[CH2:19][CH2:18][CH:17]([N:20]([CH:21]2[CH2:23][CH2:22]2)[C:24]([C:26]2[CH:27]=[N:28][C:29]([C:41]3[CH:42]=[N:43][NH:44][CH:45]=3)=[CH:30][CH:31]=2)=[O:25])[CH2:16][CH2:15]1)=[O:13])([CH3:10])([CH3:9])[CH3:8], predict the reactants needed to synthesize it.